From a dataset of Forward reaction prediction with 1.9M reactions from USPTO patents (1976-2016). Predict the product of the given reaction. Given the reactants I[C:2]1[CH:3]=[CH:4][C:5]([CH3:8])=[N:6][CH:7]=1.[C:9]([O:14][CH2:15][CH3:16])(=[O:13])[C:10]#[C:11][CH3:12].N1CCC[C@H]1C(O)=O.C(=O)([O-])[O-].[Na+].[Na+].[N-:31]=[N+:32]=[N-:33].[Na+], predict the reaction product. The product is: [CH3:12][C:11]1[N:33]([C:2]2[CH:7]=[N:6][C:5]([CH3:8])=[CH:4][CH:3]=2)[N:32]=[N:31][C:10]=1[C:9]([O:14][CH2:15][CH3:16])=[O:13].